Dataset: Catalyst prediction with 721,799 reactions and 888 catalyst types from USPTO. Task: Predict which catalyst facilitates the given reaction. Reactant: C[Si]([N-][Si](C)(C)C)(C)C.[Na+].[CH3:11][O:12][C:13]1[CH:18]=[CH:17][C:16]([CH2:19][C:20]([OH:22])=O)=[CH:15][CH:14]=1.[Cl:23][C:24]1[CH:33]=[C:32]([Cl:34])[CH:31]=[CH:30][C:25]=1C(OC)=O. Product: [Cl:23][C:24]1[CH:33]=[C:32]([Cl:34])[CH:31]=[CH:30][C:25]=1[C:20](=[O:22])[CH2:19][C:16]1[CH:15]=[CH:14][C:13]([O:12][CH3:11])=[CH:18][CH:17]=1. The catalyst class is: 1.